This data is from Forward reaction prediction with 1.9M reactions from USPTO patents (1976-2016). The task is: Predict the product of the given reaction. Given the reactants [CH3:1][C:2]1[CH:3]=[CH:4][C:5]2[N:6]([C:8]([C:11]([OH:13])=O)=[CH:9][N:10]=2)[CH:7]=1.C(Cl)(=O)C(Cl)=O.[NH2:20][C:21]1[CH:22]=[C:23]([CH:38]=[CH:39][C:40]=1[F:41])[C:24]([NH:26][C@@H:27]1[C:35]2[C:30](=[CH:31][CH:32]=[C:33]([Cl:36])[CH:34]=2)[CH2:29][C@@H:28]1[OH:37])=[O:25].N1C=CC=CC=1, predict the reaction product. The product is: [F:41][C:40]1[CH:39]=[CH:38][C:23]([C:24](=[O:25])[NH:26][C@@H:27]2[C:35]3[C:30](=[CH:31][CH:32]=[C:33]([Cl:36])[CH:34]=3)[CH2:29][C@@H:28]2[OH:37])=[CH:22][C:21]=1[NH:20][C:11]([C:8]1[N:6]2[CH:7]=[C:2]([CH3:1])[CH:3]=[CH:4][C:5]2=[N:10][CH:9]=1)=[O:13].